From a dataset of Reaction yield outcomes from USPTO patents with 853,638 reactions. Predict the reaction yield, written as a fraction of the theoretical maximum amount of product (1.0 means a 100% yield; for example, 0.34 means a 34% yield). (1) The reactants are [CH2:1]1[C:9]2[C:4](=[CH:5][C:6]([NH:10][C:11]3[NH:12][CH2:13][CH2:14][N:15]=3)=[CH:7][CH:8]=2)[CH2:3][CH2:2]1.[Br:16]Br. The catalyst is C(O)(=O)C. The product is [BrH:16].[Br:16][C:7]1[CH:8]=[C:9]2[C:4]([CH2:3][CH2:2][CH2:1]2)=[CH:5][C:6]=1[NH:10][C:11]1[NH:15][CH2:14][CH2:13][N:12]=1. The yield is 0.140. (2) The reactants are Cl[C:2]1[CH:7]=[CH:6][N:5]=[C:4]2[CH:8]=[C:9]([C:11]3[N:12]([CH3:16])[CH:13]=[CH:14][N:15]=3)[S:10][C:3]=12.[F:17][C:18]1[CH:38]=[C:37]([N+:39]([O-:41])=[O:40])[CH:36]=[CH:35][C:19]=1[O:20]C1C=CN=C2C=C(C3SC=CN=3)SC=12. No catalyst specified. The product is [F:17][C:18]1[CH:38]=[C:37]([N+:39]([O-:41])=[O:40])[CH:36]=[CH:35][C:19]=1[O:20][C:2]1[CH:7]=[CH:6][N:5]=[C:4]2[CH:8]=[C:9]([C:11]3[N:12]([CH3:16])[CH:13]=[CH:14][N:15]=3)[S:10][C:3]=12. The yield is 0.450. (3) The catalyst is C(Cl)Cl. The product is [F:1][C:2]1[C:11]2[N:10]3[CH2:12][CH2:13][CH2:14][CH:9]3[CH2:8][O:7][C:6]=2[CH:5]=[C:4]([N:15]2[C:28](=[O:29])[CH:27]=[C:26]([CH3:32])[N:22]=[C:23]2[CH3:25])[CH:3]=1. The yield is 0.330. The reactants are [F:1][C:2]1[C:11]2[N:10]3[CH2:12][CH2:13][CH2:14][CH:9]3[CH2:8][O:7][C:6]=2[CH:5]=[C:4]([NH2:15])[CH:3]=1.C[Al](C)C.N#N.[NH:22](/[C:26](/[CH3:32])=[CH:27]\[C:28](OC)=[O:29])[C:23]([CH3:25])=O.